Dataset: Full USPTO retrosynthesis dataset with 1.9M reactions from patents (1976-2016). Task: Predict the reactants needed to synthesize the given product. Given the product [C:69]([C:68]1[CH:67]=[C:66]([NH:65][C:61]2[N:60]=[C:59]([O:58][C:51]3[C:52]4[C:57](=[CH:56][CH:55]=[CH:54][CH:53]=4)[C:48]([NH:47][C:45]([NH:42][C:33]4[N:29]([C:25]5[CH:26]=[CH:27][CH:28]=[C:23]([CH2:22][P:19]([CH3:18])([CH3:21])=[O:20])[CH:24]=5)[N:30]=[C:31]([CH:37]([CH3:38])[CH3:39])[CH:32]=4)=[O:8])=[CH:49][CH:50]=3)[CH:64]=[CH:63][N:62]=2)[CH:73]=[C:72]([O:74][CH2:75][CH2:76][N:77]2[CH2:78][CH2:79][O:80][CH2:81][CH2:82]2)[CH:71]=1)#[N:70], predict the reactants needed to synthesize it. The reactants are: C1C=CC(P(N=[N+]=[N-])(C2C=CC=CC=2)=[O:8])=CC=1.[CH3:18][P:19]([CH2:22][C:23]1[CH:24]=[C:25]([N:29]2[C:33](C(O)=O)=[CH:32][C:31]([CH:37]([CH3:39])[CH3:38])=[N:30]2)[CH:26]=[CH:27][CH:28]=1)([CH3:21])=[O:20].C([N:42]([CH2:45]C)CC)C.[NH2:47][C:48]1[C:57]2[C:52](=[CH:53][CH:54]=[CH:55][CH:56]=2)[C:51]([O:58][C:59]2[CH:64]=[CH:63][N:62]=[C:61]([NH:65][C:66]3[CH:67]=[C:68]([CH:71]=[C:72]([O:74][CH2:75][CH2:76][N:77]4[CH2:82][CH2:81][O:80][CH2:79][CH2:78]4)[CH:73]=3)[C:69]#[N:70])[N:60]=2)=[CH:50][CH:49]=1.